Dataset: KCNQ2 potassium channel screen with 302,405 compounds. Task: Binary Classification. Given a drug SMILES string, predict its activity (active/inactive) in a high-throughput screening assay against a specified biological target. (1) The molecule is Fc1c(NC(CCc2ccc(OC)cc2)C)cccc1. The result is 0 (inactive). (2) The molecule is s1c2ncn(c(=O)c2c(c1C)C)c1ccc(OCC)cc1. The result is 0 (inactive). (3) The compound is Clc1ccc(Nc2nc(NCC=C)nc(OC)n2)cc1. The result is 0 (inactive). (4) The drug is s1cc(nc1N)c1cc(NC(=O)C)ccc1. The result is 0 (inactive). (5) The drug is O(c1c(N2CCN(CC2)CC(=O)Nc2c3c(n(c2C(OC)=O)C)ccc(c3)C)cccc1)C. The result is 0 (inactive). (6) The drug is O=C(NCc1n(c2c(c1)cc(cc2)C)CC)C1CCCCC1. The result is 0 (inactive). (7) The compound is S(CCCC(=O)Nc1c(cccc1C)C)c1n(c(nn1)c1ccc(F)cc1)c1ccccc1. The result is 0 (inactive). (8) The molecule is FC(F)(F)c1cc(NC(=O)c2cc3c(oc4c(c3=O)cc(cc4)C)nc2C)ccc1. The result is 0 (inactive). (9) The compound is O=c1n(CCc2ccc(OC)cc2)c(nc2n(c3c(c(=O)c12)cccc3)C)CC. The result is 0 (inactive). (10) The drug is O(P(O)(=O)NC(=O)c1ccccc1)C(C)C. The result is 0 (inactive).